From a dataset of Catalyst prediction with 721,799 reactions and 888 catalyst types from USPTO. Predict which catalyst facilitates the given reaction. (1) Reactant: [N:1]1([C:7]([N:9]2[CH2:14][CH:13]([C:15]3[CH:20]=[CH:19][C:18]([CH2:21][C:22]([F:25])([F:24])[F:23])=[CH:17][CH:16]=3)[CH2:12][CH:11]([C:26](O)=[O:27])[CH2:10]2)=[O:8])[CH2:6][CH2:5][S:4][CH2:3][CH2:2]1.CN(C(ON1N=NC2C=CC=NC1=2)=[N+](C)C)C.F[P-](F)(F)(F)(F)F.CCN(C(C)C)C(C)C.O[NH:63][C:64](=[NH:70])[O:65][CH2:66][CH2:67][O:68][CH3:69]. Product: [CH3:69][O:68][CH2:67][CH2:66][O:65][C:64]1[N:70]=[C:26]([CH:11]2[CH2:12][CH:13]([C:15]3[CH:16]=[CH:17][C:18]([CH2:21][C:22]([F:23])([F:24])[F:25])=[CH:19][CH:20]=3)[CH2:14][N:9]([C:7]([N:1]3[CH2:6][CH2:5][S:4][CH2:3][CH2:2]3)=[O:8])[CH2:10]2)[O:27][N:63]=1. The catalyst class is: 9. (2) Reactant: [Si]([O:8][CH2:9][C:10]1[N:15]=[CH:14][C:13]2[N:16]=[CH:17][N:18]([C:19]3[S:23][C:22]([C:24]([NH2:26])=[O:25])=[C:21]([O:27][CH:28]([C:30]4[CH:35]=[CH:34][C:33]([C:36]#[N:37])=[CH:32][C:31]=4[Cl:38])[CH3:29])[CH:20]=3)[C:12]=2[CH:11]=1)(C(C)(C)C)(C)C.[F-].C([N+](CCCC)(CCCC)CCCC)CCC. Product: [Cl:38][C:31]1[CH:32]=[C:33]([C:36]#[N:37])[CH:34]=[CH:35][C:30]=1[CH:28]([O:27][C:21]1[CH:20]=[C:19]([N:18]2[C:12]3[CH:11]=[C:10]([CH2:9][OH:8])[N:15]=[CH:14][C:13]=3[N:16]=[CH:17]2)[S:23][C:22]=1[C:24]([NH2:26])=[O:25])[CH3:29]. The catalyst class is: 1. (3) Reactant: FC1C=CC2NC(C3C(C)=CN=[C:11]([O:16]CCCCC4CCN(C)CC4)C=3)=NC=2C=1C.[Li+].CC([N-]C(C)C)C.[Br:39][C:40]1[CH:41]=[CH:42][C:43]([O:46][CH2:47][CH2:48][CH2:49][CH2:50][CH:51]2[CH2:56][CH2:55][N:54]([CH3:57])[CH2:53][CH2:52]2)=[N:44][CH:45]=1.CN(C=O)C. Product: [Br:39][C:40]1[C:41]([CH:11]=[O:16])=[CH:42][C:43]([O:46][CH2:47][CH2:48][CH2:49][CH2:50][CH:51]2[CH2:52][CH2:53][N:54]([CH3:57])[CH2:55][CH2:56]2)=[N:44][CH:45]=1. The catalyst class is: 1. (4) Reactant: [Br:1][C:2]1[C:14]2[C:13]3[CH:12]=[C:11]([C:15]4[CH:16]=[N:17][CH:18]=[CH:19][CH:20]=4)[CH:10]=[CH:9][C:8]=3[N:7]=[CH:6][C:5]=2[NH:4][N:3]=1.[OH-].[Na+].[CH3:23][C:24]([O:27][C:28](O[C:28]([O:27][C:24]([CH3:26])([CH3:25])[CH3:23])=[O:29])=[O:29])([CH3:26])[CH3:25]. Product: [Br:1][C:2]1[C:14]2[C:13]3[CH:12]=[C:11]([C:15]4[CH:16]=[N:17][CH:18]=[CH:19][CH:20]=4)[CH:10]=[CH:9][C:8]=3[N:7]=[CH:6][C:5]=2[N:4]([C:28]([O:27][C:24]([CH3:26])([CH3:25])[CH3:23])=[O:29])[N:3]=1. The catalyst class is: 38.